From a dataset of Reaction yield outcomes from USPTO patents with 853,638 reactions. Predict the reaction yield, written as a fraction of the theoretical maximum amount of product (1.0 means a 100% yield; for example, 0.34 means a 34% yield). The yield is 0.500. The reactants are [Cl:1][C:2]1[CH:7]=[C:6](/[CH:8]=[CH:9]/[CH:10]([C:15]2[CH:20]=[C:19]([Cl:21])[C:18]([Cl:22])=[C:17]([Cl:23])[CH:16]=2)[C:11]([F:14])([F:13])[F:12])[CH:5]=[CH:4][C:3]=1[CH2:24][NH2:25].CCN(CC)CC.Cl[C:34](=[O:39])[C:35]([O:37][CH3:38])=[O:36]. The product is [Cl:1][C:2]1[CH:7]=[C:6](/[CH:8]=[CH:9]/[CH:10]([C:15]2[CH:20]=[C:19]([Cl:21])[C:18]([Cl:22])=[C:17]([Cl:23])[CH:16]=2)[C:11]([F:14])([F:13])[F:12])[CH:5]=[CH:4][C:3]=1[CH2:24][NH:25][C:34](=[O:39])[C:35]([O:37][CH3:38])=[O:36]. The catalyst is C(Cl)Cl.